Dataset: Full USPTO retrosynthesis dataset with 1.9M reactions from patents (1976-2016). Task: Predict the reactants needed to synthesize the given product. (1) Given the product [Br:1][C:2]1[CH:7]=[CH:6][C:5]([F:8])=[C:4]([CH:3]=1)[NH2:9], predict the reactants needed to synthesize it. The reactants are: [Br:1][C:2]1[CH:7]=[CH:6][C:5]([F:8])=[C:4]([N+:9]([O-])=O)[CH:3]=1.[OH-].[Na+]. (2) Given the product [F:36][C:34]1[CH:33]=[CH:32][C:31]([S:37]([CH3:40])(=[O:39])=[O:38])=[C:30]([C:28]2[N:27]=[C:26]([N:41]3[CH2:46][CH2:45][O:44][CH2:43][C@@H:42]3[CH3:47])[N:25]=[C:24]([C:58]3[CH:57]=[CH:56][C:55]([NH:54][C:52]([NH:51][CH2:50][CH2:49][F:48])=[O:53])=[CH:60][CH:59]=3)[CH:29]=2)[CH:35]=1, predict the reactants needed to synthesize it. The reactants are: FC1C=C(C2N=C(SC)N=C(N3CCOC[C@@H]3C)C=2)C=NC=1.Cl[C:24]1[CH:29]=[C:28]([C:30]2[CH:35]=[C:34]([F:36])[CH:33]=[CH:32][C:31]=2[S:37]([CH3:40])(=[O:39])=[O:38])[N:27]=[C:26]([N:41]2[CH2:46][CH2:45][O:44][CH2:43][C@@H:42]2[CH3:47])[N:25]=1.[F:48][CH2:49][CH2:50][NH:51][C:52]([NH:54][C:55]1[CH:60]=[CH:59][C:58](B2OC(C)(C)C(C)(C)O2)=[CH:57][CH:56]=1)=[O:53]. (3) The reactants are: [CH:1]1[C:10]2[C:5](=[CH:6][CH:7]=[CH:8][CH:9]=2)[CH:4]=[CH:3][C:2]=1C(O)=O.Cl.[NH2:15]O. Given the product [CH:1]1[C:10]2[C:5](=[CH:6][CH:7]=[CH:8][CH:9]=2)[CH:4]=[CH:3][C:2]=1[NH2:15], predict the reactants needed to synthesize it. (4) Given the product [Br:21][C:15]1[C:5]([O:6][C:7]2[CH:14]=[CH:13][C:10]([C:11]#[N:12])=[CH:9][CH:8]=2)=[C:4]([CH:1]([CH3:3])[CH3:2])[C:18]([O:19][CH3:20])=[CH:17][CH:16]=1, predict the reactants needed to synthesize it. The reactants are: [CH:1]([C:4]1[C:18]([O:19][CH3:20])=[CH:17][CH:16]=[CH:15][C:5]=1[O:6][C:7]1[CH:14]=[CH:13][C:10]([C:11]#[N:12])=[CH:9][CH:8]=1)([CH3:3])[CH3:2].[Br:21]N1C(=O)CCC1=O.C(OCC)C.O. (5) The reactants are: FC(F)(F)[C:3]([OH:5])=[O:4].[NH2:8][CH2:9][C:10]1[CH:34]=[C:33]([F:35])[CH:32]=[CH:31][C:11]=1[CH2:12][O:13][C:14]1[CH:19]=[C:18]([CH3:20])[N:17]([C:21]2[C:26]([F:27])=[CH:25][CH:24]=[CH:23][C:22]=2[F:28])[C:16](=[O:29])[C:15]=1[Cl:30].CN1CCOCC1.[S:43]1[CH:47]=[CH:46][C:45]([CH2:48]O)=[CH:44]1.[H-].[Na+]. Given the product [Cl:30][C:15]1[C:16](=[O:29])[N:17]([C:21]2[C:22]([F:28])=[CH:23][CH:24]=[CH:25][C:26]=2[F:27])[C:18]([CH3:20])=[CH:19][C:14]=1[O:13][CH2:12][C:11]1[CH:31]=[CH:32][C:33]([F:35])=[CH:34][C:10]=1[CH2:9][NH:8][C:3](=[O:4])[O:5][CH2:48][C:45]1[CH:46]=[CH:47][S:43][CH:44]=1, predict the reactants needed to synthesize it. (6) Given the product [C:1]([O:5][C:6]([N:8]1[CH2:13][CH2:12][CH:11]([CH:14]2[O:23][C:17]3=[CH:18][N:19]=[C:20]([N:26]4[CH:27]=[CH:28][N:29]=[CH:30][C:25]4=[O:24])[CH:21]=[C:16]3[CH2:15]2)[CH2:10][CH2:9]1)=[O:7])([CH3:4])([CH3:3])[CH3:2], predict the reactants needed to synthesize it. The reactants are: [C:1]([O:5][C:6]([N:8]1[CH2:13][CH2:12][CH:11]([CH:14]2[O:23][C:17]3=[CH:18][N:19]=[C:20](Cl)[CH:21]=[C:16]3[CH2:15]2)[CH2:10][CH2:9]1)=[O:7])([CH3:4])([CH3:3])[CH3:2].[OH:24][C:25]1[CH:30]=[N:29][CH:28]=[CH:27][N:26]=1. (7) Given the product [CH3:8][C:4]1[CH:5]=[CH:6][CH:7]=[C:2]([CH3:1])[C:3]=1[C:9]1[C:10]2[CH:17]=[C:16]([CH2:18][O:19][C:20]3[CH:21]=[CH:22][C:23]([C@@H:26]([C:32]#[C:33][CH3:34])[CH2:27][C:28]([OH:30])=[O:29])=[CH:24][CH:25]=3)[CH:15]=[CH:14][C:11]=2[S:12][CH:13]=1, predict the reactants needed to synthesize it. The reactants are: [CH3:1][C:2]1[CH:7]=[CH:6][CH:5]=[C:4]([CH3:8])[C:3]=1[C:9]1[C:10]2[CH:17]=[C:16]([CH2:18][O:19][C:20]3[CH:25]=[CH:24][C:23]([C@@H:26]([C:32]#[C:33][CH3:34])[CH2:27][C:28]([O:30]C)=[O:29])=[CH:22][CH:21]=3)[CH:15]=[CH:14][C:11]=2[S:12][CH:13]=1.[Li+].[OH-].Cl.